Task: Predict the reactants needed to synthesize the given product.. Dataset: Full USPTO retrosynthesis dataset with 1.9M reactions from patents (1976-2016) (1) Given the product [CH:1]1([NH:4][CH2:5][CH2:6][C:7]2[C:18]([O:23][CH3:22])=[CH:11][C:10]([F:12])=[C:9]([F:13])[CH:8]=2)[CH2:2][CH2:3]1, predict the reactants needed to synthesize it. The reactants are: [CH:1]1([NH:4][CH2:5][C:6]2[C:7](OC)=[CH:8][C:9]([F:13])=[C:10]([F:12])[CH:11]=2)[CH2:3][CH2:2]1.[H-].[Na+].[CH3:18]I.CN(C)[CH:22]=[O:23]. (2) Given the product [CH2:1]([CH:3]1[N:12]2[C:7](=[CH:8][C:9](=[O:18])[C:10]([C:13]([OH:15])=[O:14])=[CH:11]2)[C:6]2[CH:19]=[C:20]([O:29][CH3:30])[C:21]([O:23][CH2:24][C:25]([F:28])([F:26])[F:27])=[CH:22][C:5]=2[CH2:4]1)[CH3:2], predict the reactants needed to synthesize it. The reactants are: [CH2:1]([CH:3]1[N:12]2[C:7](=[CH:8][C:9](=[O:18])[C:10]([C:13]([O:15]CC)=[O:14])=[CH:11]2)[C:6]2[CH:19]=[C:20]([O:29][CH3:30])[C:21]([O:23][CH2:24][C:25]([F:28])([F:27])[F:26])=[CH:22][C:5]=2[CH2:4]1)[CH3:2].[OH-].[Na+].Cl. (3) Given the product [ClH:27].[NH2:8][C@H:9]1[CH2:13][CH2:12][CH2:11][C@H:10]1[C:14]([NH:16][S:17]([CH2:20][CH2:21][CH2:22][OH:30])(=[O:18])=[O:19])=[O:15], predict the reactants needed to synthesize it. The reactants are: C(OC([NH:8][C@H:9]1[CH2:13][CH2:12][CH2:11][C@H:10]1[C:14]([NH:16][S:17]([CH2:20][CH2:21][CH2:22]CC(O)=O)(=[O:19])=[O:18])=[O:15])=O)(C)(C)C.[ClH:27].C(OCC)(=[O:30])C.